The task is: Predict the reactants needed to synthesize the given product.. This data is from Full USPTO retrosynthesis dataset with 1.9M reactions from patents (1976-2016). (1) Given the product [CH3:23][O:22][C:7]1[CH:8]=[C:9]2[C:4](=[CH:5][CH:6]=1)[N:3]=[C:2]([NH:26][CH3:25])[N:11]=[C:10]2[N:12]([C:14]1[CH:19]=[CH:18][C:17]([O:20][CH3:21])=[CH:16][CH:15]=1)[CH3:13], predict the reactants needed to synthesize it. The reactants are: Cl[C:2]1[N:11]=[C:10]([N:12]([C:14]2[CH:19]=[CH:18][C:17]([O:20][CH3:21])=[CH:16][CH:15]=2)[CH3:13])[C:9]2[C:4](=[CH:5][CH:6]=[C:7]([O:22][CH3:23])[CH:8]=2)[N:3]=1.Cl.[CH3:25][NH2:26].C(=O)([O-])[O-].[K+].[K+]. (2) Given the product [Cl:14][C:3]1[CH:4]=[C:5]([CH:12]=[CH:13][C:2]=1[B:20]1[O:24][C:23]([CH3:26])([CH3:25])[C:22]([CH3:28])([CH3:27])[O:21]1)[CH2:6][N:7]([CH3:11])[C:8](=[O:10])[CH3:9], predict the reactants needed to synthesize it. The reactants are: Br[C:2]1[CH:13]=[CH:12][C:5]([CH2:6][N:7]([CH3:11])[C:8](=[O:10])[CH3:9])=[CH:4][C:3]=1[Cl:14].C([O-])(=O)C.[K+].[B:20]1([B:20]2[O:24][C:23]([CH3:26])([CH3:25])[C:22]([CH3:28])([CH3:27])[O:21]2)[O:24][C:23]([CH3:26])([CH3:25])[C:22]([CH3:28])([CH3:27])[O:21]1. (3) The reactants are: [NH2:1][C:2]1[CH:7]=[CH:6][C:5]([CH2:8][C:9]([OH:11])=[O:10])=[CH:4][CH:3]=1.[C:12]([O:16][C:17](O[C:17]([O:16][C:12]([CH3:15])([CH3:14])[CH3:13])=[O:18])=[O:18])([CH3:15])([CH3:14])[CH3:13]. Given the product [C:12]([O:16][C:17]([NH:1][C:2]1[CH:3]=[CH:4][C:5]([CH2:8][C:9]([OH:11])=[O:10])=[CH:6][CH:7]=1)=[O:18])([CH3:15])([CH3:14])[CH3:13], predict the reactants needed to synthesize it.